From a dataset of Full USPTO retrosynthesis dataset with 1.9M reactions from patents (1976-2016). Predict the reactants needed to synthesize the given product. (1) The reactants are: [CH2:1]([O:4][C:5]([CH:7]([CH2:14][CH2:15][CH2:16][CH2:17][C:18]([O:20][CH2:21][CH3:22])=[O:19])[C:8]([O:10][CH2:11][CH:12]=[CH2:13])=[O:9])=[O:6])[CH:2]=[CH2:3].[H-].[Na+].[F:25][C:26]1[CH:27]=[C:28]([CH:31]=[C:32]([F:45])[C:33]=1[O:34][Si:35]([CH:42]([CH3:44])[CH3:43])([CH:39]([CH3:41])[CH3:40])[CH:36]([CH3:38])[CH3:37])[CH2:29]Br.Cl. Given the product [CH2:1]([O:4][C:5]([C:7]([CH2:29][C:28]1[CH:27]=[C:26]([F:25])[C:33]([O:34][Si:35]([CH:39]([CH3:41])[CH3:40])([CH:42]([CH3:44])[CH3:43])[CH:36]([CH3:38])[CH3:37])=[C:32]([F:45])[CH:31]=1)([CH2:14][CH2:15][CH2:16][CH2:17][C:18]([O:20][CH2:21][CH3:22])=[O:19])[C:8]([O:10][CH2:11][CH:12]=[CH2:13])=[O:9])=[O:6])[CH:2]=[CH2:3], predict the reactants needed to synthesize it. (2) The reactants are: [NH:1]1[CH2:5][CH2:4][C@@H:3]([NH:6][C:7]2[N:12]=[CH:11][C:10]([C:13]#N)=[CH:9][N:8]=2)[CH2:2]1.[F:15][C:16]1[CH:24]=[CH:23][C:22]([CH:25]=[O:26])=[CH:21][C:17]=1[C:18](O)=[O:19].F[P-](F)(F)(F)(F)F.N1(OC(N(C)C)=[N+](C)C)C2C=CC=C[C:37]=2N=N1.C(N(CC)C(C)C)(C)C. Given the product [C:13]([C:10]1[CH:11]=[N:12][C:7]([NH:6][C@@H:3]2[CH2:4][CH2:5][N:1]([C:18]([C:17]3[CH:21]=[C:22]([CH:23]=[CH:24][C:16]=3[F:15])[CH:25]=[O:26])=[O:19])[CH2:2]2)=[N:8][CH:9]=1)#[CH:37], predict the reactants needed to synthesize it. (3) Given the product [CH2:53]([N:52]([CH2:55][CH3:56])[CH2:51][CH2:50][N:48]1[CH:49]=[C:45]([C:9]2[CH:10]=[C:11]3[C:17]([NH:18][C:19]([C:21]4[CH:22]=[N:23][N:24]([CH2:26][C:27]5[CH:32]=[CH:31][CH:30]=[CH:29][CH:28]=5)[CH:25]=4)=[O:20])=[CH:16][NH:15][C:12]3=[N:13][CH:14]=2)[CH:46]=[N:47]1)[CH3:54], predict the reactants needed to synthesize it. The reactants are: CC1(C)C(C)(C)OB([C:9]2[CH:10]=[C:11]3[C:17]([NH:18][C:19]([C:21]4[CH:22]=[N:23][N:24]([CH2:26][C:27]5[CH:32]=[CH:31][CH:30]=[CH:29][CH:28]=5)[CH:25]=4)=[O:20])=[CH:16][N:15](S(C4C=CC(C)=CC=4)(=O)=O)[C:12]3=[N:13][CH:14]=2)O1.Br[C:45]1[CH:46]=[N:47][N:48]([CH2:50][CH2:51][N:52]([CH2:55][CH3:56])[CH2:53][CH3:54])[CH:49]=1.C([O-])([O-])=O.[K+].[K+]. (4) Given the product [C:34]([O:20][CH2:19][C@H:17]1[O:16][N:15]=[C:14]([C:11]2[CH:12]=[CH:13][C:8]([C:7]3[CH:6]=[CH:5][C:4]([N:21]4[CH2:25][C@H:24]([CH2:26][N:27]5[CH:31]=[CH:30][N:29]=[N:28]5)[O:23][C:22]4=[O:32])=[CH:3][C:2]=3[F:1])=[CH:9][N:10]=2)[CH2:18]1)(=[O:41])[C:35]1[CH:40]=[CH:39][CH:38]=[N:37][CH:36]=1, predict the reactants needed to synthesize it. The reactants are: [F:1][C:2]1[CH:3]=[C:4]([N:21]2[CH2:25][C@H:24]([CH2:26][N:27]3[CH:31]=[CH:30][N:29]=[N:28]3)[O:23][C:22]2=[O:32])[CH:5]=[CH:6][C:7]=1[C:8]1[CH:9]=[N:10][C:11]([C:14]2[CH2:18][C@@H:17]([CH2:19][OH:20])[O:16][N:15]=2)=[CH:12][CH:13]=1.Cl.[C:34](Cl)(=[O:41])[C:35]1[CH:40]=[CH:39][CH:38]=[N:37][CH:36]=1.CN(C)C=O. (5) The reactants are: [C@H:1]12[CH2:6][C@H:5]1[CH2:4][NH:3][C@@H:2]2[CH2:7][NH:8][C:9](=[O:14])[C:10]([F:13])([F:12])[F:11].[CH3:15][C:16]1[S:17][C:18]([C:24]2[CH:25]=[C:26]([CH3:30])[CH:27]=[CH:28][CH:29]=2)=[C:19]([C:21](O)=[O:22])[N:20]=1. Given the product [F:13][C:10]([F:12])([F:11])[C:9]([NH:8][CH2:7][C@H:2]1[N:3]([C:21]([C:19]2[N:20]=[C:16]([CH3:15])[S:17][C:18]=2[C:24]2[CH:25]=[C:26]([CH3:30])[CH:27]=[CH:28][CH:29]=2)=[O:22])[CH2:4][C@H:5]2[C@@H:1]1[CH2:6]2)=[O:14], predict the reactants needed to synthesize it. (6) Given the product [CH3:29][S:26]([N:16]1[CH2:15][CH2:14][O:13][C:12]2[CH:17]=[CH:18][C:9]([B:4]3[O:3][C:2]([CH3:19])([CH3:1])[C:6]([CH3:7])([CH3:8])[O:5]3)=[CH:10][C:11]1=2)(=[O:28])=[O:27], predict the reactants needed to synthesize it. The reactants are: [CH3:1][C:2]1([CH3:19])[C:6]([CH3:8])([CH3:7])[O:5][B:4]([C:9]2[CH:18]=[CH:17][C:12]3[O:13][CH2:14][CH2:15][NH:16][C:11]=3[CH:10]=2)[O:3]1.N1C=CC=CC=1.[S:26](Cl)([CH3:29])(=[O:28])=[O:27]. (7) Given the product [Cl:1][C:2]1[C:3]([C:22]2[CH:23]=[C:18]([NH:17][C:15](=[O:16])[O:14][C:10]([CH3:12])([CH3:11])[CH3:13])[CH:19]=[CH:20][CH:21]=2)=[CH:4][C:5]([F:8])=[N:6][CH:7]=1, predict the reactants needed to synthesize it. The reactants are: [Cl:1][C:2]1[C:3](I)=[CH:4][C:5]([F:8])=[N:6][CH:7]=1.[C:10]([O:14][C:15]([NH:17][C:18]1[CH:19]=[C:20](B(O)O)[CH:21]=[CH:22][CH:23]=1)=[O:16])([CH3:13])([CH3:12])[CH3:11].COCCOC.C(=O)([O-])[O-].[Na+].[Na+].